This data is from Reaction yield outcomes from USPTO patents with 853,638 reactions. The task is: Predict the reaction yield, written as a fraction of the theoretical maximum amount of product (1.0 means a 100% yield; for example, 0.34 means a 34% yield). The reactants are [F:1][C:2]1[CH:7]=[C:6](I)[CH:5]=[CH:4][C:3]=1[CH2:9][C:10]([O:12][CH3:13])=[O:11].C(=O)([O-])[O-].[K+].[K+].[OH:20][C:21]1[CH:26]=[CH:25][CH:24]=[CH:23][N:22]=1. The catalyst is CS(C)=O.[Cu]I. The product is [F:1][C:2]1[CH:7]=[C:6]([N:22]2[CH:23]=[CH:24][CH:25]=[CH:26][C:21]2=[O:20])[CH:5]=[CH:4][C:3]=1[CH2:9][C:10]([O:12][CH3:13])=[O:11]. The yield is 0.390.